From a dataset of Forward reaction prediction with 1.9M reactions from USPTO patents (1976-2016). Predict the product of the given reaction. (1) Given the reactants C([O:4][CH2:5][C@H:6]1[O:11][CH2:10][C@@H:9]2[CH2:12][CH2:13][CH2:14][N:8]2[CH2:7]1)(=O)C.C[O-].[Na+].Cl.O1CCOCC1, predict the reaction product. The product is: [CH2:10]1[C@@H:9]2[CH2:12][CH2:13][CH2:14][N:8]2[CH2:7][C@@H:6]([CH2:5][OH:4])[O:11]1. (2) Given the reactants [N:1]1[CH:6]=[CH:5][C:4]([N:7]2[CH2:12][CH2:11][NH:10][CH2:9][CH2:8]2)=[CH:3][CH:2]=1.[CH2:13]([N:20]1[CH2:25][CH2:24][CH2:23][CH2:22][C:21]1=O)[C:14]1[CH:19]=[CH:18][CH:17]=[CH:16][CH:15]=1.[C-:27]#[N:28].[K+].CC(O)=O, predict the reaction product. The product is: [CH2:13]([N:20]1[CH2:25][CH2:24][C:23]([N:10]2[CH2:9][CH2:8][N:7]([C:4]3[CH:5]=[CH:6][N:1]=[CH:2][CH:3]=3)[CH2:12][CH2:11]2)([C:27]#[N:28])[CH2:22][CH2:21]1)[C:14]1[CH:19]=[CH:18][CH:17]=[CH:16][CH:15]=1. (3) Given the reactants Br[C:2]1[CH:22]=[CH:21][C:5]2[NH:6][C:7]([CH2:9][O:10][C:11]3[CH:16]=[CH:15][C:14]([C:17]([F:20])([F:19])[F:18])=[CH:13][CH:12]=3)=[N:8][C:4]=2[CH:3]=1.[CH3:23][O:24][C:25]([C:27]1[CH:32]=[CH:31][CH:30]=[CH:29][C:28]=1B(O)O)=[O:26].C(=O)([O-])[O-].[Na+].[Na+], predict the reaction product. The product is: [CH3:23][O:24][C:25](=[O:26])[C:27]1[CH:32]=[CH:31][CH:30]=[CH:29][C:28]=1[C:2]1[CH:22]=[CH:21][C:5]2[NH:6][C:7]([CH2:9][O:10][C:11]3[CH:16]=[CH:15][C:14]([C:17]([F:20])([F:19])[F:18])=[CH:13][CH:12]=3)=[N:8][C:4]=2[CH:3]=1. (4) The product is: [Cl:1][C:2]1[CH:3]=[CH:4][C:5]2[C:11]3[N:29]=[C:28]([NH:27][C:23]4[CH:24]=[CH:25][CH:26]=[C:21]([CH2:20][OH:19])[CH:22]=4)[N:30]=[CH:13][C:10]=3[CH2:9][C:8](=[O:17])[NH:7][C:6]=2[CH:18]=1. Given the reactants [Cl:1][C:2]1[CH:3]=[CH:4][C:5]2[C:11](=O)[C:10](=[CH:13]N(C)C)[CH2:9][C:8](=[O:17])[NH:7][C:6]=2[CH:18]=1.[OH:19][CH2:20][C:21]1[CH:22]=[C:23]([NH:27][C:28]([NH2:30])=[NH:29])[CH:24]=[CH:25][CH:26]=1, predict the reaction product.